From a dataset of Full USPTO retrosynthesis dataset with 1.9M reactions from patents (1976-2016). Predict the reactants needed to synthesize the given product. (1) Given the product [OH:31][C:28]1[CH:27]=[CH:26][C:25]([C:22]2[CH2:23][CH2:24][N:20]([C:10](=[O:12])[CH2:9][C:2]3[C:1]([CH3:13])=[CH:6][C:5]([CH3:7])=[CH:4][C:3]=3[CH3:8])[N:21]=2)=[CH:30][CH:29]=1, predict the reactants needed to synthesize it. The reactants are: [C:1]1([CH3:13])[CH:6]=[C:5]([CH3:7])[CH:4]=[C:3]([CH3:8])[C:2]=1[CH2:9][C:10]([OH:12])=O.C(Cl)(=O)C(Cl)=O.[NH:20]1[CH2:24][CH2:23][C:22]([C:25]2[CH:30]=[CH:29][C:28]([OH:31])=[CH:27][CH:26]=2)=[N:21]1. (2) Given the product [F:24][C:18]1[CH:19]=[C:20]([F:23])[CH:21]=[CH:22][C:17]=1[O:16][C:13]1[CH:14]=[CH:15][C:10]([CH2:9][NH2:8])=[CH:11][C:12]=1[C:25]1[C:33]2[C:28](=[C:29]([O:34][CH3:35])[N:30]=[CH:31][CH:32]=2)[N:27]([CH3:36])[CH:26]=1, predict the reactants needed to synthesize it. The reactants are: C([NH:8][CH2:9][C:10]1[CH:15]=[CH:14][C:13]([O:16][C:17]2[CH:22]=[CH:21][C:20]([F:23])=[CH:19][C:18]=2[F:24])=[C:12]([C:25]2[C:33]3[C:28](=[C:29]([O:34][CH3:35])[N:30]=[CH:31][CH:32]=3)[N:27]([CH3:36])[CH:26]=2)[CH:11]=1)C1C=CC=CC=1. (3) Given the product [N:41]1([CH2:46][CH2:47][NH:48][C:2]2[CH:9]=[C:8]([N:10]3[C:22]4[CH:21]=[CH:20][CH:19]=[C:18]([C:23]5[CH:24]=[N:25][C:26]6[C:31]([CH:32]=5)=[CH:30][CH:29]=[CH:28][CH:27]=6)[C:17]=4[C:16]4[C:11]3=[CH:12][CH:13]=[CH:14][CH:15]=4)[CH:7]=[CH:6][C:3]=2[C:4]([NH2:5])=[O:49])[CH:45]=[CH:44][N:43]=[CH:42]1, predict the reactants needed to synthesize it. The reactants are: F[C:2]1[CH:9]=[C:8]([N:10]2[C:22]3[CH:21]=[CH:20][CH:19]=[C:18]([C:23]4[CH:24]=[N:25][C:26]5[C:31]([CH:32]=4)=[CH:30][CH:29]=[CH:28][CH:27]=5)[C:17]=3[C:16]3[C:11]2=[CH:12][CH:13]=[CH:14][CH:15]=3)[CH:7]=[CH:6][C:3]=1[C:4]#[N:5].C(=O)([O-])[O-].[K+].[K+].Cl.Cl.[N:41]1([CH2:46][CH2:47][NH2:48])[CH:45]=[CH:44][N:43]=[CH:42]1.[OH-:49].[Na+].OO. (4) Given the product [CH2:1]([O:13][C:14](=[O:21])[C:15]([CH2:17][C:18]([O:20][CH2:12][CH2:11][CH2:10][CH2:9][CH2:8][CH2:7][CH2:6][CH2:5][CH2:4][CH2:3][CH2:2][CH3:1])=[O:19])=[CH2:16])[CH2:2][CH2:3][CH2:4][CH2:5][CH2:6][CH2:7][CH2:8][CH2:9][CH2:10][CH2:11][CH3:12].[Zn:23], predict the reactants needed to synthesize it. The reactants are: [CH2:1]([OH:13])[CH2:2][CH2:3][CH2:4][CH2:5][CH2:6][CH2:7][CH2:8][CH2:9][CH2:10][CH2:11][CH3:12].[C:14]1(=[O:21])[O:20][C:18](=[O:19])[CH2:17][C:15]1=[CH2:16].[O-2].[Zn+2:23].CO. (5) Given the product [F:25][C:22]1[CH:23]=[CH:24][C:19]([CH2:18][CH2:17][N:13]2[C:14]([CH3:16])=[CH:15][C:11]([C:9]3[S:10][C:6]([C:4]([OH:5])=[O:3])=[C:7]([CH3:26])[N:8]=3)=[N:12]2)=[CH:20][CH:21]=1, predict the reactants needed to synthesize it. The reactants are: C([O:3][C:4]([C:6]1[S:10][C:9]([C:11]2[CH:15]=[C:14]([CH3:16])[N:13]([CH2:17][CH2:18][C:19]3[CH:24]=[CH:23][C:22]([F:25])=[CH:21][CH:20]=3)[N:12]=2)=[N:8][C:7]=1[CH3:26])=[O:5])C.[OH-].[Na+]. (6) Given the product [CH3:30][O:31][C:32](=[O:41])[C:33]1[CH:38]=[CH:37][CH:36]=[C:35]([N:39]([CH2:17][C@@H:10]2[C@@H:11]([OH:16])[C@H:12]([OH:15])[C@@H:13]([OH:14])[C@H:8]([C:5]3[CH:6]=[CH:7][C:2]([Cl:1])=[C:3]([CH2:19][C:20]4[CH:25]=[CH:24][C:23]([O:26][CH2:27][CH3:28])=[CH:22][CH:21]=4)[CH:4]=3)[O:9]2)[CH3:40])[CH:34]=1, predict the reactants needed to synthesize it. The reactants are: [Cl:1][C:2]1[CH:7]=[CH:6][C:5]([C@H:8]2[C@H:13]([OH:14])[C@@H:12]([OH:15])[C@H:11]([OH:16])[C@@H:10]([CH2:17]I)[O:9]2)=[CH:4][C:3]=1[CH2:19][C:20]1[CH:25]=[CH:24][C:23]([O:26][CH2:27][CH3:28])=[CH:22][CH:21]=1.Cl.[CH3:30][O:31][C:32](=[O:41])[C:33]1[CH:38]=[CH:37][CH:36]=[C:35]([NH:39][CH3:40])[CH:34]=1.